From a dataset of Reaction yield outcomes from USPTO patents with 853,638 reactions. Predict the reaction yield, written as a fraction of the theoretical maximum amount of product (1.0 means a 100% yield; for example, 0.34 means a 34% yield). (1) The yield is 0.530. The reactants are [CH:1]1([OH:6])[CH2:5][CH2:4][CH2:3][CH2:2]1.[H-].[Na+].[O:9]1[C:13]2([CH2:18][CH2:17][CH:16]([NH:19][C:20]3[N:21]=[CH:22][C:23]4[C:28]([CH:29]=3)=[C:27](F)[CH:26]=[CH:25][C:24]=4[CH3:31])[CH2:15][CH2:14]2)[O:12][CH2:11][CH2:10]1.C1OCCOCCOCCOCCOC1. The product is [CH:1]1([O:6][C:27]2[CH:26]=[CH:25][C:24]([CH3:31])=[C:23]3[C:28]=2[CH:29]=[C:20]([NH:19][CH:16]2[CH2:17][CH2:18][C:13]4([O:12][CH2:11][CH2:10][O:9]4)[CH2:14][CH2:15]2)[N:21]=[CH:22]3)[CH2:5][CH2:4][CH2:3][CH2:2]1. The catalyst is C1COCC1.CS(C)=O. (2) The reactants are [CH2:1](Cl)Cl.[C:4]([C:8]([O:11][C:12]([C:15]([S:18](F)(=[O:20])=[O:19])([F:17])[F:16])([F:14])[F:13])([F:10])[F:9])([F:7])([F:6])[F:5].[CH2:22]([N:24]([CH2:27][CH3:28])[CH2:25][CH3:26])[CH3:23].C[OH:30]. No catalyst specified. The product is [F:9][C:8]([F:10])([O:11][C:12]([F:14])([F:13])[C:15]([F:17])([F:16])[S:18]([O-:20])(=[O:30])=[O:19])[C:4]([F:7])([F:6])[F:5].[CH3:1][N+:24]([CH2:27][CH3:28])([CH2:25][CH3:26])[CH2:22][CH3:23]. The yield is 0.870. (3) The reactants are [C:1]1([Li])[CH:6]=[CH:5][CH:4]=[CH:3][CH:2]=1.C([N:15]1[CH2:20][CH2:19][C:18](=O)[CH:17]([CH3:22])[CH2:16]1)C1C=CC=CC=1.[OH-].[Na+].ClC(OC(Cl)C)=O. The catalyst is C(OCC)C.ClCCCl.O. The product is [CH3:22][C:17]1[CH2:16][NH:15][CH2:20][CH2:19][C:18]=1[C:1]1[CH:6]=[CH:5][CH:4]=[CH:3][CH:2]=1. The yield is 0.900.